From a dataset of Full USPTO retrosynthesis dataset with 1.9M reactions from patents (1976-2016). Predict the reactants needed to synthesize the given product. (1) Given the product [CH2:53]([CH:60]1[CH2:65][CH2:64][N:63]([C:49]([C:47]2[N:48]=[C:43]3[CH2:42][CH2:41][CH:40]([C:36]4[CH:37]=[C:38]([CH3:39])[C:33]([O:32][CH3:31])=[C:34]([CH3:52])[CH:35]=4)[CH2:45][N:44]3[CH:46]=2)=[O:51])[CH2:62][CH2:61]1)[C:54]1[CH:59]=[CH:58][CH:57]=[CH:56][CH:55]=1, predict the reactants needed to synthesize it. The reactants are: CN(C(ON1N=NC2C=CC=CC1=2)=[N+](C)C)C.[B-](F)(F)(F)F.CN1CCOCC1.Cl.[CH3:31][O:32][C:33]1[C:38]([CH3:39])=[CH:37][C:36]([CH:40]2[CH2:45][N:44]3[CH:46]=[C:47]([C:49]([OH:51])=O)[N:48]=[C:43]3[CH2:42][CH2:41]2)=[CH:35][C:34]=1[CH3:52].[CH2:53]([CH:60]1[CH2:65][CH2:64][NH:63][CH2:62][CH2:61]1)[C:54]1[CH:59]=[CH:58][CH:57]=[CH:56][CH:55]=1. (2) Given the product [C:25]([O:24][C:22]([NH:12][C:7]1([C:5]([O:4][CH2:2][CH3:3])=[O:6])[CH2:8][CH2:9]1)=[O:23])([CH3:28])([CH3:27])[CH3:26], predict the reactants needed to synthesize it. The reactants are: Cl.[CH2:2]([O:4][C:5]([C:7]1([NH2:12])[CH2:9][CH:8]1CC)=[O:6])[CH3:3].C(N(CC)C(C)C)(C)C.[C:22](O[C:22]([O:24][C:25]([CH3:28])([CH3:27])[CH3:26])=[O:23])([O:24][C:25]([CH3:28])([CH3:27])[CH3:26])=[O:23]. (3) Given the product [CH:24]([C@H:25]1[CH2:30][N:29]([C:31]([O:33][C:34]([CH3:37])([CH3:35])[CH3:36])=[O:32])[CH2:28][CH2:27][N:26]1[C:38]([O:40][CH2:41][C:42]1[CH:47]=[CH:46][CH:45]=[CH:44][CH:43]=1)=[O:39])=[O:23], predict the reactants needed to synthesize it. The reactants are: CC(OI1(OC(C)=O)(OC(C)=O)OC(=O)C2C=CC=CC1=2)=O.[OH:23][CH2:24][C@H:25]1[CH2:30][N:29]([C:31]([O:33][C:34]([CH3:37])([CH3:36])[CH3:35])=[O:32])[CH2:28][CH2:27][N:26]1[C:38]([O:40][CH2:41][C:42]1[CH:47]=[CH:46][CH:45]=[CH:44][CH:43]=1)=[O:39]. (4) The reactants are: [C:1]([Si:3]([CH3:6])([CH3:5])[CH3:4])#[CH:2].[Si:7]([O:14][CH2:15][CH:16]=[O:17])([C:10]([CH3:13])([CH3:12])[CH3:11])([CH3:9])[CH3:8]. Given the product [Si:7]([O:14][CH2:15][CH:16]([OH:17])[C:2]#[C:1][Si:3]([CH3:6])([CH3:5])[CH3:4])([C:10]([CH3:12])([CH3:13])[CH3:11])([CH3:9])[CH3:8], predict the reactants needed to synthesize it. (5) Given the product [Cl:50][C:4]1[CH:3]=[CH:2][CH:7]=[CH:6][C:5]=1[CH:8]1[C:13]([C:14]2[CH:15]=[CH:16][C:17]3[O:22][CH2:21][C:20](=[O:23])[NH:19][C:18]=3[CH:24]=2)=[N:12][C:11]2[CH:25]=[CH:26][CH:27]=[CH:28][C:10]=2[S:9]1, predict the reactants needed to synthesize it. The reactants are: Cl[C:2]1[CH:7]=[CH:6][C:5]([CH:8]2[C:13]([C:14]3[CH:15]=[CH:16][C:17]4[O:22][CH2:21][C:20](=[O:23])[NH:19][C:18]=4[CH:24]=3)=[N:12][C:11]3[CH:25]=[CH:26][CH:27]=[CH:28][C:10]=3[S:9]2)=[CH:4][CH:3]=1.BrC(C1C=CC=CC=1[Cl:50])C(C1C=CC2OCC(=O)NC=2C=1)=O. (6) Given the product [CH2:28]([C:27]1[N:35]=[C:22]([CH:10]2[CH2:11][CH:12]([C:14]3[CH:15]=[CH:16][C:17]([CH2:18][CH3:19])=[CH:20][CH:21]=3)[CH2:13][N:8]([C:6]([CH:1]3[CH2:2][CH2:3][CH2:4][CH2:5]3)=[O:7])[CH2:9]2)[O:23][N:26]=1)[C:29]1[CH:34]=[CH:33][CH:32]=[CH:31][CH:30]=1, predict the reactants needed to synthesize it. The reactants are: [CH:1]1([C:6]([N:8]2[CH2:13][CH:12]([C:14]3[CH:19]=[CH:18][C:17]([CH2:20][CH3:21])=[CH:16][CH:15]=3)[CH2:11][CH:10]([C:22](O)=[O:23])[CH2:9]2)=[O:7])[CH2:5][CH2:4][CH2:3][CH2:2]1.O[N:26]=[C:27]([NH2:35])[CH2:28][C:29]1[CH:34]=[CH:33][CH:32]=[CH:31][CH:30]=1. (7) Given the product [N:3]1[C:4]2[C:9](=[CH:8][CH:7]=[C:6]3[CH:12]=[CH:13][CH:14]=[CH:15][C:5]3=2)[CH:10]=[CH:11][C:2]=1[C:29](=[O:31])[CH3:30], predict the reactants needed to synthesize it. The reactants are: Br[C:2]1[CH:11]=[CH:10][C:9]2[C:4](=[C:5]3[CH:15]=[CH:14][CH:13]=[CH:12][C:6]3=[CH:7][CH:8]=2)[N:3]=1.C([Li])CCC.CCCCCC.CN(C)[C:29](=[O:31])[CH3:30].Cl.